Dataset: Reaction yield outcomes from USPTO patents with 853,638 reactions. Task: Predict the reaction yield, written as a fraction of the theoretical maximum amount of product (1.0 means a 100% yield; for example, 0.34 means a 34% yield). (1) The reactants are Br[C:2]1[CH:7]=[C:6]([O:8][CH2:9][C:10]([F:13])([F:12])[F:11])[C:5]([C:14]([F:17])([F:16])[F:15])=[CH:4][C:3]=1[N+:18]([O-:20])=[O:19].[C:21]([Cu])#[N:22].Cl. The catalyst is CN1C(=O)CCC1. The product is [N+:18]([C:3]1[CH:4]=[C:5]([C:14]([F:17])([F:16])[F:15])[C:6]([O:8][CH2:9][C:10]([F:13])([F:12])[F:11])=[CH:7][C:2]=1[C:21]#[N:22])([O-:20])=[O:19]. The yield is 0.850. (2) The reactants are [CH2:1]1[CH2:6][CH2:5][CH:4]([N:7]=[C:8]=NC2CCCCC2)CC1.[C:16]1(/[CH:22]=[CH:23]/[CH2:24][O:25][C:26]([NH:28][C:29]2[CH:37]=[CH:36][CH:35]=[CH:34][C:30]=2[C:31]([OH:33])=O)=[O:27])[CH:21]=[CH:20][CH:19]=[CH:18][CH:17]=1.C1C=CC2N([OH:47])N=NC=2C=1. The catalyst is C(Cl)Cl.CN(C=O)C. The product is [C:16]1(/[CH:22]=[CH:23]/[CH2:24][O:25][C:26](=[O:27])[NH:28][C:29]2[CH:37]=[CH:36][CH:35]=[CH:34][C:30]=2[C:31]([N:7]2[CH2:4][CH2:5][CH:6]([CH2:1][OH:47])[CH2:8]2)=[O:33])[CH:17]=[CH:18][CH:19]=[CH:20][CH:21]=1. The yield is 0.950. (3) The reactants are [Cl:1][C:2]1[C:11]2[C:6](=[CH:7][CH:8]=[C:9]([Br:12])[CH:10]=2)[N:5]=[CH:4][N:3]=1.[CH2:13]([O:20][C:21]1[CH:27]=[CH:26][C:24]([NH2:25])=[CH:23][CH:22]=1)[C:14]1[CH:19]=[CH:18][CH:17]=[CH:16][CH:15]=1. The catalyst is CC(O)C. The product is [ClH:1].[CH2:13]([O:20][C:21]1[CH:22]=[CH:23][C:24]([NH:25][C:2]2[C:11]3[C:6](=[CH:7][CH:8]=[C:9]([Br:12])[CH:10]=3)[N:5]=[CH:4][N:3]=2)=[CH:26][CH:27]=1)[C:14]1[CH:15]=[CH:16][CH:17]=[CH:18][CH:19]=1. The yield is 0.880. (4) The reactants are [C:1]([CH2:3][C:4]([OH:6])=O)#[N:2].[CH:7]1([NH2:13])[CH2:12][CH2:11][CH2:10][CH2:9][CH2:8]1.CCN=C=NCCCN(C)C. The catalyst is C(Cl)Cl. The product is [C:1]([CH2:3][C:4]([NH:13][CH:7]1[CH2:12][CH2:11][CH2:10][CH2:9][CH2:8]1)=[O:6])#[N:2]. The yield is 0.680.